Dataset: Full USPTO retrosynthesis dataset with 1.9M reactions from patents (1976-2016). Task: Predict the reactants needed to synthesize the given product. The reactants are: N([C:3]([CH3:9])([CH3:8])[C:4]([O:6]C)=[O:5])=N[C:3]([CH3:9])([CH3:8])[C:4]([O:6]C)=[O:5].CC(OC(=O)C(C)=C)(C)CC[O:21][C:22]([C:24]12[CH2:33][CH:28]3[CH2:29][CH:30]([CH2:32][CH:26]([CH2:27]3)[CH2:25]1)[CH2:31]2)=[O:23]. Given the product [C:4]([OH:6])(=[O:5])[C:3]([CH3:9])=[CH2:8].[CH:3]([C:24]12[CH2:33][CH:28]3[CH2:29][CH:30]([CH2:32][CH:26]([CH2:27]3)[CH2:25]1)[CH2:31]2)([CH3:8])[CH3:4].[C:22]([O-:23])(=[O:21])[C:24]([CH3:31])=[CH2:25].[C:4]([OH:6])(=[O:5])[C:3]([CH3:9])=[CH2:8].[OH:5][C:24]12[CH2:33][CH:28]3[CH2:29][CH:30]([CH2:32][CH:26]([CH2:27]3)[CH2:25]1)[CH2:31]2, predict the reactants needed to synthesize it.